Dataset: Catalyst prediction with 721,799 reactions and 888 catalyst types from USPTO. Task: Predict which catalyst facilitates the given reaction. (1) Reactant: [Si:1]([O:18][CH2:19][C:20]1[CH:25]=[CH:24][C:23]([S:26]([N:29]([C@H:35]([CH2:41][O:42][Si:43]([C:56]([CH3:59])([CH3:58])[CH3:57])([C:50]2[CH:55]=[CH:54][CH:53]=[CH:52][CH:51]=2)[C:44]2[CH:49]=[CH:48][CH:47]=[CH:46][CH:45]=2)[CH2:36][CH2:37][CH2:38][CH2:39][OH:40])[CH2:30][CH2:31][CH:32]([CH3:34])[CH3:33])(=[O:28])=[O:27])=[CH:22][CH:21]=1)([C:14]([CH3:17])([CH3:16])[CH3:15])([C:8]1[CH:13]=[CH:12][CH:11]=[CH:10][CH:9]=1)[C:2]1[CH:7]=[CH:6][CH:5]=[CH:4][CH:3]=1.C[N+]1([O-])CCOCC1. Product: [Si:1]([O:18][CH2:19][C:20]1[CH:25]=[CH:24][C:23]([S:26]([N:29]([C@H:35]([CH2:41][O:42][Si:43]([C:56]([CH3:57])([CH3:58])[CH3:59])([C:50]2[CH:55]=[CH:54][CH:53]=[CH:52][CH:51]=2)[C:44]2[CH:49]=[CH:48][CH:47]=[CH:46][CH:45]=2)[CH2:36][CH2:37][CH2:38][CH:39]=[O:40])[CH2:30][CH2:31][CH:32]([CH3:34])[CH3:33])(=[O:27])=[O:28])=[CH:22][CH:21]=1)([C:14]([CH3:17])([CH3:16])[CH3:15])([C:2]1[CH:3]=[CH:4][CH:5]=[CH:6][CH:7]=1)[C:8]1[CH:13]=[CH:12][CH:11]=[CH:10][CH:9]=1. The catalyst class is: 862. (2) Reactant: [CH3:1][C:2]1[NH:6][N:5]=[C:4]([C:7]2[O:11][N:10]=[C:9]([C:12]3[CH:17]=[CH:16][C:15]([O:18][C:19]([F:22])([F:21])[F:20])=[CH:14][CH:13]=3)[N:8]=2)[CH:3]=1.Br[CH2:24][C:25]1[CH:30]=[CH:29][C:28]([Cl:31])=[CH:27][CH:26]=1.CC(C)([O-])C.[K+]. Product: [Cl:31][C:28]1[CH:29]=[CH:30][C:25]([CH2:24][N:6]2[C:2]([CH3:1])=[CH:3][C:4]([C:7]3[O:11][N:10]=[C:9]([C:12]4[CH:13]=[CH:14][C:15]([O:18][C:19]([F:20])([F:22])[F:21])=[CH:16][CH:17]=4)[N:8]=3)=[N:5]2)=[CH:26][CH:27]=1. The catalyst class is: 1. (3) Reactant: [CH2:1]([C@H:8]1[CH2:12][O:11][C:10](=[O:13])[N:9]1[C:14](=[O:33])[C@@H:15](CC(OC(C)(C)C)=O)[CH2:16][CH2:17][CH2:18][CH2:19][CH2:20][CH2:21][CH2:22][CH2:23][CH3:24])[C:2]1[CH:7]=[CH:6][CH:5]=[CH:4][CH:3]=1.C(NC(C)C)(C)C.C([Li])CCC.BrCC(OC(C)(C)C)=O.Cl. Product: [CH2:1]([C@H:8]1[CH2:12][O:11][C:10](=[O:13])[N:9]1[C:14](=[O:33])[CH2:15][CH2:16][CH2:17][CH2:18][CH2:19][CH2:20][CH2:21][CH2:22][CH2:23][CH3:24])[C:2]1[CH:3]=[CH:4][CH:5]=[CH:6][CH:7]=1. The catalyst class is: 1. (4) Reactant: [Br-].[K+].C(=O)(O)[O-].[Na+].[OH:8][CH2:9][C@H:10]1[O:15][C:14]([CH3:17])([CH3:16])[O:13][C@@H:12]([CH2:18][C:19]([O:21][C:22]([CH3:25])([CH3:24])[CH3:23])=[O:20])[CH2:11]1.Cl[O-].[Na+]. Product: [C:22]([O:21][C:19](=[O:20])[CH2:18][C@H:12]1[CH2:11][C@@H:10]([CH:9]=[O:8])[O:15][C:14]([CH3:17])([CH3:16])[O:13]1)([CH3:23])([CH3:25])[CH3:24]. The catalyst class is: 2. (5) Reactant: [Li][CH2:2]CCC.C(NC(C)C)(C)C.[Cl:13][C:14]1[CH:15]=[C:16]([C:20]2[O:24][N:23]=[C:22]([CH:25]([N:27]([CH3:40])[C:28]3[N:32]([CH3:33])[C:31]([C:34]4[CH:39]=[CH:38][N:37]=[CH:36][CH:35]=4)=[N:30][N:29]=3)[CH3:26])[N:21]=2)[CH:17]=[CH:18][CH:19]=1.CI. Product: [Cl:13][C:14]1[CH:15]=[C:16]([C:20]2[O:24][N:23]=[C:22]([C:25]([N:27]([CH3:40])[C:28]3[N:32]([CH3:33])[C:31]([C:34]4[CH:35]=[CH:36][N:37]=[CH:38][CH:39]=4)=[N:30][N:29]=3)([CH3:2])[CH3:26])[N:21]=2)[CH:17]=[CH:18][CH:19]=1. The catalyst class is: 6. (6) Reactant: CC[O:3][C:4]([CH:6]1[C:11](=O)[CH2:10][CH2:9][CH2:8][CH2:7]1)=O.[CH3:13][NH:14][NH2:15]. Product: [CH3:13][N:14]1[C:4](=[O:3])[CH:6]2[C:11]([CH2:10][CH2:9][CH2:8][CH2:7]2)=[N:15]1. The catalyst class is: 11.